This data is from Catalyst prediction with 721,799 reactions and 888 catalyst types from USPTO. The task is: Predict which catalyst facilitates the given reaction. (1) Reactant: CN(C)C=O.Br[CH2:7][CH2:8][CH2:9][CH2:10][CH2:11][CH2:12][C:13]([O:15][CH2:16][CH3:17])=[O:14].[I:18][C:19]1[CH:24]=[C:23]([I:25])[CH:22]=[C:21]([I:26])[C:20]=1[OH:27].C(=O)([O-])[O-].[K+].[K+]. Product: [I:18][C:19]1[CH:24]=[C:23]([I:25])[CH:22]=[C:21]([I:26])[C:20]=1[O:27][CH2:7][CH2:8][CH2:9][CH2:10][CH2:11][CH2:12][C:13]([O:15][CH2:16][CH3:17])=[O:14]. The catalyst class is: 6. (2) Reactant: [Cl:1]N1C(=O)CCC1=O.[F:9][C:10]1[CH:34]=[CH:33][C:13]([C:14]([N:16]2[CH2:21][CH2:20][N:19]3[N:22]=[C:23]([CH2:25][O:26][C:27]4[CH:32]=[CH:31][CH:30]=[CH:29][CH:28]=4)[CH:24]=[C:18]3[CH2:17]2)=[O:15])=[CH:12][CH:11]=1. Product: [Cl:1][C:24]1[C:23]([CH2:25][O:26][C:27]2[CH:32]=[CH:31][CH:30]=[CH:29][CH:28]=2)=[N:22][N:19]2[CH2:20][CH2:21][N:16]([C:14]([C:13]3[CH:12]=[CH:11][C:10]([F:9])=[CH:34][CH:33]=3)=[O:15])[CH2:17][C:18]=12. The catalyst class is: 22. (3) Reactant: [CH3:1][C:2]([C@H:4]1[C@@H:8]2[C@@H:9]3[C@@:22]([CH3:25])([CH2:23][CH2:24][C@@:7]2([CH2:31][OH:32])[CH2:6][CH2:5]1)[C@@:21]1([CH3:26])[C@@H:12]([C@:13]2([CH3:30])[C@@H:18]([CH2:19][CH2:20]1)[C:17]([CH3:28])([CH3:27])[C@@H:16]([OH:29])[CH2:15][CH2:14]2)[CH2:11][CH2:10]3)=[CH2:3].[O-:33][Si]([O-])=O.[Mg+2].C([O-])(=O)C.[Na+].[Cr](Cl)([O-])(=O)=O.[NH+]1C=CC=CC=1. Product: [CH3:3][C:2]([C@H:4]1[C@@H:8]2[C@@H:9]3[C@@:22]([CH3:25])([CH2:23][CH2:24][C@@:7]2([C:31]([OH:33])=[O:32])[CH2:6][CH2:5]1)[C@@:21]1([CH3:26])[C@@H:12]([C@:13]2([CH3:30])[C@@H:18]([CH2:19][CH2:20]1)[C:17]([CH3:28])([CH3:27])[C:16](=[O:29])[CH2:15][CH2:14]2)[CH2:11][CH2:10]3)=[CH2:1]. The catalyst class is: 2. (4) Reactant: Br[C:2]1[S:3][C:4]2[CH:10]=[C:9]([CH2:11][CH2:12][CH2:13][CH3:14])[CH:8]=[CH:7][C:5]=2[N:6]=1.[CH3:15][O:16][C:17]([C:19]1[CH:24]=[CH:23][C:22](B(O)O)=[CH:21][CH:20]=1)=[O:18].CC(C1C=C(C(C)C)C(C2C=CC=CC=2P(C2CCCCC2)C2CCCCC2)=C(C(C)C)C=1)C.P([O-])([O-])([O-])=[O:63].[K+].[K+].[K+]. Product: [C:11]([C:9]1[CH:8]=[CH:7][C:5]2[N:6]=[C:2]([C:22]3[CH:23]=[CH:24][C:19]([C:17]([O:16][CH3:15])=[O:18])=[CH:20][CH:21]=3)[S:3][C:4]=2[CH:10]=1)(=[O:63])[CH2:12][CH2:13][CH3:14]. The catalyst class is: 62. (5) Reactant: C([N:8]1[CH2:12][C@@H:11]2[C:13]3[CH:14]=[CH:15][CH:16]=[C:17]([Cl:21])[C:18]=3[CH2:19][O:20][C@@:10]2([CH3:22])[CH2:9]1)C1C=CC=CC=1.ClC(OC(Cl)C)=O.CO. Product: [ClH:21].[Cl:21][C:17]1[C:18]2[CH2:19][O:20][C@:10]3([CH3:22])[C@@H:11]([C:13]=2[CH:14]=[CH:15][CH:16]=1)[CH2:12][NH:8][CH2:9]3. The catalyst class is: 11. (6) The catalyst class is: 64. Product: [Cl:1][C:2]1[CH:7]=[C:6]([Cl:8])[CH:5]=[CH:4][C:3]=1[C:9]1[C:27](=[O:28])[N:26]([CH3:29])[C:12]2[N:13]([C:31]#[N:30])[C:14]3[C:19]([C:11]=2[CH:10]=1)=[CH:18][C:17]([C:20]1[CH:24]=[CH:23][N:22]([CH3:25])[N:21]=1)=[CH:16][CH:15]=3. Reactant: [Cl:1][C:2]1[CH:7]=[C:6]([Cl:8])[CH:5]=[CH:4][C:3]=1[C:9]1[C:27](=[O:28])[N:26]([CH3:29])[C:12]2[NH:13][C:14]3[C:19]([C:11]=2[CH:10]=1)=[CH:18][C:17]([C:20]1[CH:24]=[CH:23][N:22]([CH3:25])[N:21]=1)=[CH:16][CH:15]=3.[N:30]#[C:31]Br.C(N(CC)CC)C.O.